From a dataset of Forward reaction prediction with 1.9M reactions from USPTO patents (1976-2016). Predict the product of the given reaction. (1) Given the reactants Cl[C:2]1[N:9]=[C:8]([C:10]2[C:19]3[C:14](=[CH:15][CH:16]=[CH:17][CH:18]=3)[CH:13]=[CH:12][CH:11]=2)[CH:7]=[CH:6][C:3]=1[C:4]#[N:5].C1COCC1.[CH3:25][NH2:26], predict the reaction product. The product is: [CH3:25][NH:26][C:2]1[N:9]=[C:8]([C:10]2[C:19]3[C:14](=[CH:15][CH:16]=[CH:17][CH:18]=3)[CH:13]=[CH:12][CH:11]=2)[CH:7]=[CH:6][C:3]=1[C:4]#[N:5]. (2) Given the reactants [CH:1]1([C@:4]2([OH:12])[CH2:8][CH2:7][NH:6][C@H:5]2[CH:9]([CH3:11])[CH3:10])[CH2:3][CH2:2]1.F[C:14]1[CH:21]=[CH:20][C:17]([C:18]#[N:19])=[C:16]([C:22]([F:25])([F:24])[F:23])[CH:15]=1.C(=O)([O-])[O-].[Li+].[Li+], predict the reaction product. The product is: [CH:1]1([C@:4]2([OH:12])[CH2:8][CH2:7][N:6]([C:14]3[CH:21]=[CH:20][C:17]([C:18]#[N:19])=[C:16]([C:22]([F:23])([F:25])[F:24])[CH:15]=3)[C@H:5]2[CH:9]([CH3:10])[CH3:11])[CH2:3][CH2:2]1. (3) Given the reactants [Br:1][C:2]1[CH:3]=[C:4]2[C:9](=[CH:10][CH:11]=1)[N:8]=[CH:7][CH:6]=[C:5]2Cl.[S-:13][CH2:14][CH3:15].[Na+], predict the reaction product. The product is: [Br:1][C:2]1[CH:3]=[C:4]2[C:9](=[CH:10][CH:11]=1)[N:8]=[CH:7][CH:6]=[C:5]2[S:13][CH2:14][CH3:15].